Dataset: NCI-60 drug combinations with 297,098 pairs across 59 cell lines. Task: Regression. Given two drug SMILES strings and cell line genomic features, predict the synergy score measuring deviation from expected non-interaction effect. (1) Drug 1: C1CCN(CC1)CCOC2=CC=C(C=C2)C(=O)C3=C(SC4=C3C=CC(=C4)O)C5=CC=C(C=C5)O. Drug 2: CC1CCCC2(C(O2)CC(NC(=O)CC(C(C(=O)C(C1O)C)(C)C)O)C(=CC3=CSC(=N3)C)C)C. Cell line: NCI-H522. Synergy scores: CSS=-7.12, Synergy_ZIP=-0.641, Synergy_Bliss=-10.5, Synergy_Loewe=-15.2, Synergy_HSA=-11.6. (2) Drug 1: C1=CC(=CC=C1C#N)C(C2=CC=C(C=C2)C#N)N3C=NC=N3. Drug 2: C1CN1P(=S)(N2CC2)N3CC3. Cell line: SF-268. Synergy scores: CSS=2.89, Synergy_ZIP=-2.95, Synergy_Bliss=1.80, Synergy_Loewe=-7.60, Synergy_HSA=-7.70. (3) Drug 1: C1CCC(CC1)NC(=O)N(CCCl)N=O. Drug 2: COCCOC1=C(C=C2C(=C1)C(=NC=N2)NC3=CC=CC(=C3)C#C)OCCOC.Cl. Cell line: SF-268. Synergy scores: CSS=21.8, Synergy_ZIP=1.96, Synergy_Bliss=4.00, Synergy_Loewe=0.196, Synergy_HSA=2.14. (4) Drug 1: CC1=CC=C(C=C1)C2=CC(=NN2C3=CC=C(C=C3)S(=O)(=O)N)C(F)(F)F. Drug 2: CN(C(=O)NC(C=O)C(C(C(CO)O)O)O)N=O. Cell line: HCT116. Synergy scores: CSS=-1.62, Synergy_ZIP=0.611, Synergy_Bliss=-1.28, Synergy_Loewe=-5.09, Synergy_HSA=-4.29.